From a dataset of Reaction yield outcomes from USPTO patents with 853,638 reactions. Predict the reaction yield, written as a fraction of the theoretical maximum amount of product (1.0 means a 100% yield; for example, 0.34 means a 34% yield). (1) The reactants are [CH2:1]([N:5]([CH2:49][C:50]1[CH:55]=[CH:54][C:53]([Cl:56])=[C:52]([Cl:57])[CH:51]=1)[C:6]([C:8]1[C:12]([Cl:13])=[C:11]([CH3:14])[N:10]([C:15]2[CH:23]=[CH:22][C:21]([C:24](=[O:48])[NH:25][S:26]([C:29]3[CH:38]=[CH:37][C:36]4[C:31](=[C:32]([O:39][CH2:40][CH2:41][N:42]5[CH2:47][CH2:46][O:45][CH2:44][CH2:43]5)[CH:33]=[CH:34][CH:35]=4)[CH:30]=3)(=[O:28])=[O:27])=[CH:20][C:16]=2[C:17](O)=[O:18])[N:9]=1)=[O:7])[CH2:2][CH2:3][CH3:4].[N:58]([CH2:61][C@@H:62]1[CH2:71][C:70]2[C:65](=[CH:66][CH:67]=[CH:68][CH:69]=2)[CH2:64][NH:63]1)=[N+:59]=[N-:60]. No catalyst specified. The product is [N:58]([CH2:61][C@@H:62]1[CH2:71][C:70]2[C:65](=[CH:66][CH:67]=[CH:68][CH:69]=2)[CH2:64][N:63]1[C:17]([C:16]1[CH:20]=[C:21]([C:24](=[O:48])[NH:25][S:26]([C:29]2[CH:38]=[CH:37][C:36]3[C:31](=[C:32]([O:39][CH2:40][CH2:41][N:42]4[CH2:43][CH2:44][O:45][CH2:46][CH2:47]4)[CH:33]=[CH:34][CH:35]=3)[CH:30]=2)(=[O:28])=[O:27])[CH:22]=[CH:23][C:15]=1[N:10]1[C:11]([CH3:14])=[C:12]([Cl:13])[C:8]([C:6]([N:5]([CH2:1][CH2:2][CH2:3][CH3:4])[CH2:49][C:50]2[CH:55]=[CH:54][C:53]([Cl:56])=[C:52]([Cl:57])[CH:51]=2)=[O:7])=[N:9]1)=[O:18])=[N+:59]=[N-:60]. The yield is 0.790. (2) The reactants are O=[C:2]1[O:7][C:6]([C:8]2[CH:13]=[CH:12][CH:11]=[CH:10][C:9]=2[O:14]C(=O)C)=[N:5][C:4]2[CH:18]=[CH:19][CH:20]=[CH:21][C:3]1=2.[Cl:22][C:23]1[CH:28]=[C:27]([Cl:29])[CH:26]=[CH:25][C:24]=1[CH2:30][CH2:31][NH2:32]. No catalyst specified. The product is [Cl:22][C:23]1[CH:28]=[C:27]([Cl:29])[CH:26]=[CH:25][C:24]=1[CH2:30][CH2:31][N:32]1[C:2](=[O:7])[C:3]2[C:4](=[CH:18][CH:19]=[CH:20][CH:21]=2)[N:5]=[C:6]1[C:8]1[CH:13]=[CH:12][CH:11]=[CH:10][C:9]=1[OH:14]. The yield is 0.650.